From a dataset of Reaction yield outcomes from USPTO patents with 853,638 reactions. Predict the reaction yield, written as a fraction of the theoretical maximum amount of product (1.0 means a 100% yield; for example, 0.34 means a 34% yield). The reactants are [C:1]([O:5][C:6](=[O:15])[NH:7][CH:8]1[CH2:13][CH2:12][C:11](=O)[CH2:10][CH2:9]1)([CH3:4])([CH3:3])[CH3:2].[NH:16]1[CH2:21][CH2:20][O:19][CH2:18][CH2:17]1.C(O[BH-](OC(=O)C)OC(=O)C)(=O)C.[Na+]. The catalyst is C(Cl)Cl.C(O)(=O)C. The product is [C:1]([O:5][C:6](=[O:15])[NH2:7])([CH3:4])([CH3:3])[CH3:2].[N:16]1([CH:11]2[CH2:12][CH2:13][CH:8]([NH2:7])[CH2:9][CH2:10]2)[CH2:21][CH2:20][O:19][CH2:18][CH2:17]1. The yield is 0.130.